From a dataset of Full USPTO retrosynthesis dataset with 1.9M reactions from patents (1976-2016). Predict the reactants needed to synthesize the given product. (1) Given the product [OH:2][NH:1][S:17]([C:12]1[C:11]([S:8]([NH:7][CH:5]([CH3:6])[CH3:4])(=[O:10])=[O:9])=[CH:16][CH:15]=[CH:14][CH:13]=1)(=[O:19])=[O:18], predict the reactants needed to synthesize it. The reactants are: [NH2:1][OH:2].O.[CH3:4][CH:5]([NH:7][S:8]([C:11]1[CH:16]=[CH:15][CH:14]=[CH:13][C:12]=1[S:17](Cl)(=[O:19])=[O:18])(=[O:10])=[O:9])[CH3:6].CCCCCCC. (2) The reactants are: [C:1]([C:3]1[CH:4]=[C:5]([CH:7]=[CH:8][CH:9]=1)[NH2:6])#[CH:2].Cl[CH2:11][CH2:12][C:13]([C:15]1[CH:20]=[CH:19][C:18]([F:21])=[CH:17][CH:16]=1)=[O:14].C(N(CC)CC)C. Given the product [F:21][C:18]1[CH:17]=[CH:16][C:15]([C:13]([CH2:12][CH2:11][NH:6][C:5]2[CH:7]=[CH:8][CH:9]=[C:3]([C:1]#[CH:2])[CH:4]=2)=[O:14])=[CH:20][CH:19]=1, predict the reactants needed to synthesize it. (3) Given the product [F:1][C:2]1[CH:3]=[C:4]([N:12]2[CH2:17][CH2:16][N:15]([C:26]([C:25]3[CH:29]=[C:30]([N+:33]([O-:35])=[O:34])[CH:31]=[CH:32][C:24]=3[N:18]3[CH2:23][CH2:22][O:21][CH2:20][CH2:19]3)=[O:27])[CH2:14][CH2:13]2)[CH:5]=[CH:6][C:7]=1[C:8]([F:9])([F:11])[F:10], predict the reactants needed to synthesize it. The reactants are: [F:1][C:2]1[CH:3]=[C:4]([N:12]2[CH2:17][CH2:16][NH:15][CH2:14][CH2:13]2)[CH:5]=[CH:6][C:7]=1[C:8]([F:11])([F:10])[F:9].[N:18]1([C:24]2[CH:32]=[CH:31][C:30]([N+:33]([O-:35])=[O:34])=[CH:29][C:25]=2[C:26](Cl)=[O:27])[CH2:23][CH2:22][O:21][CH2:20][CH2:19]1. (4) The reactants are: [F:1][C:2]1[CH:32]=[CH:31][C:5]2[CH:6]=[C:7]([CH:9]([CH2:27][CH2:28][CH2:29][CH3:30])[CH2:10][CH2:11][O:12][C:13]3[CH:18]=[CH:17][C:16]([O:19][CH2:20][C:21]([O:23]CC)=[O:22])=[C:15]([CH3:26])[CH:14]=3)[S:8][C:4]=2[CH:3]=1.[OH-].[Na+]. Given the product [F:1][C:2]1[CH:32]=[CH:31][C:5]2[CH:6]=[C:7]([CH:9]([CH2:27][CH2:28][CH2:29][CH3:30])[CH2:10][CH2:11][O:12][C:13]3[CH:18]=[CH:17][C:16]([O:19][CH2:20][C:21]([OH:23])=[O:22])=[C:15]([CH3:26])[CH:14]=3)[S:8][C:4]=2[CH:3]=1, predict the reactants needed to synthesize it. (5) Given the product [CH:1]1([S:6]([C:7]2[CH:12]=[CH:11][CH:10]=[C:9]([I:13])[CH:8]=2)(=[O:19])=[O:25])[CH2:5][CH2:4][CH2:3][CH2:2]1, predict the reactants needed to synthesize it. The reactants are: [CH:1]1([S:6][C:7]2[CH:12]=[CH:11][CH:10]=[C:9]([I:13])[CH:8]=2)[CH2:5][CH2:4][CH2:3][CH2:2]1.ClC1C=C(C=CC=1)C(OO)=[O:19].[OH2:25]. (6) Given the product [F:3][C:4]1[CH:5]=[C:6]2[C:10](=[CH:11][CH:12]=1)[NH:9][CH:8]=[C:7]2[CH2:13][CH2:14][CH2:15][CH2:16][N:17]1[CH2:22][CH2:21][NH:20][CH2:19][CH2:18]1, predict the reactants needed to synthesize it. The reactants are: Cl.Cl.[F:3][C:4]1[CH:5]=[C:6]2[C:10](=[CH:11][CH:12]=1)[NH:9][CH:8]=[C:7]2[C:13](=O)[CH2:14][CH2:15][CH2:16][N:17]1[CH2:22][CH2:21][NH:20][CH2:19][CH2:18]1.[H-].[H-].[H-].[H-].[Li+].[Al+3]. (7) Given the product [CH3:35][C:20]1[C:21]([N:25]2[CH2:33][C:32]3[C:27](=[CH:28][CH:29]=[CH:30][CH:31]=3)[C:26]2=[O:34])=[CH:22][CH:23]=[CH:24][C:19]=1[C:8]1[C:7]2[C:6]3[C:14](=[CH:15][CH:3]=[CH:4][CH:5]=3)[NH:13][C:12]=2[C:11]([C:16]([NH2:18])=[O:17])=[CH:10][CH:9]=1, predict the reactants needed to synthesize it. The reactants are: NC[C:3]1[CH:15]=[C:14]2[C:6]([C:7]3[C:8]([C:19]4[CH:24]=[CH:23][CH:22]=[C:21]([N:25]5[CH2:33][C:32]6[C:27](=[CH:28][CH:29]=[CH:30][CH:31]=6)[C:26]5=[O:34])[C:20]=4[CH3:35])=[CH:9][CH:10]=[C:11]([C:16]([NH2:18])=[O:17])[C:12]=3[NH:13]2)=[CH:5][CH:4]=1.N(C(C)C)=C=O.